This data is from Full USPTO retrosynthesis dataset with 1.9M reactions from patents (1976-2016). The task is: Predict the reactants needed to synthesize the given product. Given the product [Cl:3][C:4]1[N:9]=[C:8]([CH3:10])[N:7]=[C:6]([N:11]([CH2:22][C:23]2[CH:28]=[CH:27][C:26]([O:29][CH3:30])=[CH:25][CH:24]=2)[CH2:12][C:13]2[CH:18]=[CH:17][C:16]([O:19][CH3:20])=[CH:15][CH:14]=2)[CH:5]=1, predict the reactants needed to synthesize it. The reactants are: [H-].[Na+].[Cl:3][C:4]1[N:9]=[C:8]([CH3:10])[N:7]=[C:6]([NH:11][CH2:12][C:13]2[CH:18]=[CH:17][C:16]([O:19][CH3:20])=[CH:15][CH:14]=2)[CH:5]=1.Cl[CH2:22][C:23]1[CH:28]=[CH:27][C:26]([O:29][CH3:30])=[CH:25][CH:24]=1.O.